From a dataset of Catalyst prediction with 721,799 reactions and 888 catalyst types from USPTO. Predict which catalyst facilitates the given reaction. Reactant: [Br:1][C:2]1[CH:3]=[C:4]([CH:8]=[O:9])[S:5][C:6]=1Br.C(=O)([O-])[O-].[K+].[K+].[CH3:16][O:17][C:18]1[CH:19]=[C:20]([SH:24])[CH:21]=[CH:22][CH:23]=1.O. Product: [Br:1][C:2]1[CH:3]=[C:4]([CH:8]=[O:9])[S:5][C:6]=1[S:24][C:20]1[CH:21]=[CH:22][CH:23]=[C:18]([O:17][CH3:16])[CH:19]=1. The catalyst class is: 9.